From a dataset of NCI-60 drug combinations with 297,098 pairs across 59 cell lines. Regression. Given two drug SMILES strings and cell line genomic features, predict the synergy score measuring deviation from expected non-interaction effect. (1) Drug 1: C1=C(C(=O)NC(=O)N1)F. Drug 2: CC1=C(C=C(C=C1)C(=O)NC2=CC(=CC(=C2)C(F)(F)F)N3C=C(N=C3)C)NC4=NC=CC(=N4)C5=CN=CC=C5. Synergy scores: CSS=37.8, Synergy_ZIP=-8.33, Synergy_Bliss=-17.0, Synergy_Loewe=-18.4, Synergy_HSA=-16.2. Cell line: SR. (2) Drug 1: C1=CC(=C2C(=C1NCCNCCO)C(=O)C3=C(C=CC(=C3C2=O)O)O)NCCNCCO. Drug 2: CN(CCCl)CCCl.Cl. Cell line: NCI-H226. Synergy scores: CSS=34.7, Synergy_ZIP=0.330, Synergy_Bliss=1.31, Synergy_Loewe=-16.1, Synergy_HSA=0.401. (3) Drug 1: CC12CCC3C(C1CCC2=O)CC(=C)C4=CC(=O)C=CC34C. Drug 2: CC(C1=C(C=CC(=C1Cl)F)Cl)OC2=C(N=CC(=C2)C3=CN(N=C3)C4CCNCC4)N. Cell line: NCIH23. Synergy scores: CSS=59.8, Synergy_ZIP=-4.02, Synergy_Bliss=-2.94, Synergy_Loewe=-9.94, Synergy_HSA=-1.90. (4) Synergy scores: CSS=65.9, Synergy_ZIP=0.700, Synergy_Bliss=0.833, Synergy_Loewe=-3.70, Synergy_HSA=-3.64. Drug 1: CCN(CC)CCCC(C)NC1=C2C=C(C=CC2=NC3=C1C=CC(=C3)Cl)OC. Cell line: SR. Drug 2: COC1=C2C(=CC3=C1OC=C3)C=CC(=O)O2. (5) Drug 1: CC12CCC(CC1=CCC3C2CCC4(C3CC=C4C5=CN=CC=C5)C)O. Drug 2: CC(CN1CC(=O)NC(=O)C1)N2CC(=O)NC(=O)C2. Cell line: SF-539. Synergy scores: CSS=19.2, Synergy_ZIP=0.460, Synergy_Bliss=0.624, Synergy_Loewe=2.95, Synergy_HSA=3.00. (6) Drug 1: CC12CCC(CC1=CCC3C2CCC4(C3CC=C4C5=CN=CC=C5)C)O. Drug 2: CC12CCC3C(C1CCC2O)C(CC4=C3C=CC(=C4)O)CCCCCCCCCS(=O)CCCC(C(F)(F)F)(F)F. Cell line: OVCAR-4. Synergy scores: CSS=16.3, Synergy_ZIP=1.22, Synergy_Bliss=3.57, Synergy_Loewe=4.04, Synergy_HSA=4.03. (7) Drug 1: CN1C(=O)N2C=NC(=C2N=N1)C(=O)N. Drug 2: C1CNP(=O)(OC1)N(CCCl)CCCl. Cell line: A549. Synergy scores: CSS=-0.361, Synergy_ZIP=0.226, Synergy_Bliss=-0.502, Synergy_Loewe=-0.925, Synergy_HSA=-1.86. (8) Drug 1: CC=C1C(=O)NC(C(=O)OC2CC(=O)NC(C(=O)NC(CSSCCC=C2)C(=O)N1)C(C)C)C(C)C. Drug 2: B(C(CC(C)C)NC(=O)C(CC1=CC=CC=C1)NC(=O)C2=NC=CN=C2)(O)O. Cell line: HOP-92. Synergy scores: CSS=40.8, Synergy_ZIP=1.79, Synergy_Bliss=0.641, Synergy_Loewe=-8.32, Synergy_HSA=-4.16. (9) Drug 1: C1=CC(=CC=C1C#N)C(C2=CC=C(C=C2)C#N)N3C=NC=N3. Drug 2: CC1C(C(CC(O1)OC2CC(CC3=C2C(=C4C(=C3O)C(=O)C5=CC=CC=C5C4=O)O)(C(=O)C)O)N)O. Cell line: SN12C. Synergy scores: CSS=40.4, Synergy_ZIP=-0.294, Synergy_Bliss=-1.34, Synergy_Loewe=-9.62, Synergy_HSA=-0.0736. (10) Drug 1: C1CN1P(=S)(N2CC2)N3CC3. Drug 2: CC12CCC3C(C1CCC2OP(=O)(O)O)CCC4=C3C=CC(=C4)OC(=O)N(CCCl)CCCl.[Na+]. Cell line: NCI-H226. Synergy scores: CSS=13.7, Synergy_ZIP=-4.91, Synergy_Bliss=-2.33, Synergy_Loewe=-7.96, Synergy_HSA=-4.36.